Dataset: Full USPTO retrosynthesis dataset with 1.9M reactions from patents (1976-2016). Task: Predict the reactants needed to synthesize the given product. (1) Given the product [CH:1]([C:4]1[CH:5]=[C:6]([OH:15])[CH:9]=[CH:10][C:11]=1[O:12][CH3:13])([CH3:3])[CH3:2], predict the reactants needed to synthesize it. The reactants are: [CH:1]([C:4]1[CH:5]=[C:6]([CH:9]=[CH:10][C:11]=1[O:12][CH3:13])C=O)([CH3:3])[CH3:2].S(=O)(=O)(O)[OH:15].OO. (2) Given the product [CH3:14][O:15][C:16]1[CH:21]=[CH:20][C:19]([C:2]2[C:3]3[O:10][C:9]([C:11](=[O:13])[CH3:12])=[CH:8][C:4]=3[CH:5]=[N:6][CH:7]=2)=[CH:18][CH:17]=1, predict the reactants needed to synthesize it. The reactants are: I[C:2]1[C:3]2[O:10][C:9]([C:11](=[O:13])[CH3:12])=[CH:8][C:4]=2[CH:5]=[N:6][CH:7]=1.[CH3:14][O:15][C:16]1[CH:21]=[CH:20][C:19](B(O)O)=[CH:18][CH:17]=1.C(=O)([O-])[O-].[Na+].[Na+]. (3) Given the product [Br:1][C:2]1[CH:3]=[C:4]2[C:8](=[CH:9][CH:10]=1)[NH:7][C:6](=[O:11])[C:5]2([CH2:14][C:13]([N:20]([CH3:25])[CH3:21])=[O:19])[OH:12], predict the reactants needed to synthesize it. The reactants are: [Br:1][C:2]1[CH:3]=[C:4]2[C:8](=[CH:9][CH:10]=1)[NH:7][C:6](=[O:11])[C:5]2=[O:12].[C:13]([OH:19])(=O)[CH2:14]C(O)=O.[N:20]1[CH:25]=CC=C[CH:21]=1.BrN1C2C(=CC=CC=2)C(=O)C1=O.C(=O)=O.C(N(CC)CC)C.CN(C)C(Cl)=O.Cl. (4) Given the product [ClH:22].[F:15][C:16]1[CH:26]=[C:25]([F:27])[CH:24]=[CH:23][C:17]=1/[CH:18]=[CH:19]/[C:20]1[N:7]([C:2]2[CH:3]=[CH:4][CH:5]=[CH:6][N:1]=2)[C:8]2[CH:13]=[CH:12][CH:11]=[CH:10][C:9]=2[N:14]=1, predict the reactants needed to synthesize it. The reactants are: [N:1]1[CH:6]=[CH:5][CH:4]=[CH:3][C:2]=1[NH:7][C:8]1[CH:13]=[CH:12][CH:11]=[CH:10][C:9]=1[NH2:14].[F:15][C:16]1[CH:26]=[C:25]([F:27])[CH:24]=[CH:23][C:17]=1/[CH:18]=[CH:19]/[C:20]([Cl:22])=O.N1C=CC=CC=1N1C2C=CC=CC=2N=C1/C=C/C1C=CC=CC=1.Cl. (5) Given the product [CH2:14]([O:13][C:11]([C:3]1[NH:4][C:5]2[C:10]([C:2]=1[NH:1][C:17]1[N:22]=[CH:21][CH:20]=[CH:19][N:18]=1)=[CH:9][CH:8]=[CH:7][CH:6]=2)=[O:12])[CH3:15], predict the reactants needed to synthesize it. The reactants are: [NH2:1][C:2]1[C:10]2[C:5](=[CH:6][CH:7]=[CH:8][CH:9]=2)[NH:4][C:3]=1[C:11]([O:13][CH2:14][CH3:15])=[O:12].Cl[C:17]1[N:22]=[CH:21][CH:20]=[CH:19][N:18]=1.[Cl-].[NH4+].C(OCC)(=O)C. (6) Given the product [CH2:1]([N:2]([CH3:14])[C:3]1[CH:4]=[C:5]([CH:10]=[C:11]([CH3:13])[N:12]=1)[C:6]([NH:8][OH:9])=[NH:7])[CH3:16], predict the reactants needed to synthesize it. The reactants are: [CH3:1][N:2]([CH3:14])[C:3]1[CH:4]=[C:5]([CH:10]=[C:11]([CH3:13])[N:12]=1)[C:6]([NH:8][OH:9])=[NH:7].Cl[C:16]1C=C(C=C(Cl)N=1)C#N. (7) Given the product [CH:2]([CH:15]1[C:20](=[O:21])[CH2:19][CH2:18][N:17]([C:23](=[S:24])[NH2:22])[CH2:16]1)([C:9]1[CH:14]=[CH:13][CH:12]=[CH:11][CH:10]=1)[C:3]1[CH:4]=[CH:5][CH:6]=[CH:7][CH:8]=1, predict the reactants needed to synthesize it. The reactants are: Cl.[CH:2]([CH:15]1[C:20](=[O:21])[CH2:19][CH2:18][NH:17][CH2:16]1)([C:9]1[CH:14]=[CH:13][CH:12]=[CH:11][CH:10]=1)[C:3]1[CH:8]=[CH:7][CH:6]=[CH:5][CH:4]=1.[N-:22]=[C:23]=[S:24].[K+]. (8) Given the product [F:25][CH2:26][CH2:27][O:28][N:29]=[C:2]1[C:10]2[C:5](=[N:6][CH:7]=[CH:8][CH:9]=2)[NH:4][C:3]1=[O:11], predict the reactants needed to synthesize it. The reactants are: Br[C:2]1(Br)[C:10]2[C:5](=[N:6][CH:7]=[CH:8][CH:9]=2)[NH:4][C:3]1=[O:11].N1C2C(=CC=CN=2)C(=O)C1=O.Cl.[F:25][CH2:26][CH2:27][O:28][NH2:29].